Predict the reactants needed to synthesize the given product. From a dataset of Full USPTO retrosynthesis dataset with 1.9M reactions from patents (1976-2016). (1) Given the product [Cl:22][C:19]1[CH:20]=[CH:21][C:16]([S:13]([NH:12][C:11]2[C:6]([C:4](=[O:5])[C:3]3[CH:28]=[CH:29][CH:30]=[CH:31][C:2]=3[NH:1][S:33]([CH3:32])(=[O:35])=[O:34])=[N:7][CH:8]=[C:9]([Cl:27])[CH:10]=2)(=[O:15])=[O:14])=[CH:17][C:18]=1[C:23]([F:26])([F:25])[F:24], predict the reactants needed to synthesize it. The reactants are: [NH2:1][C:2]1[CH:31]=[CH:30][CH:29]=[CH:28][C:3]=1[C:4]([C:6]1[C:11]([NH:12][S:13]([C:16]2[CH:21]=[CH:20][C:19]([Cl:22])=[C:18]([C:23]([F:26])([F:25])[F:24])[CH:17]=2)(=[O:15])=[O:14])=[CH:10][C:9]([Cl:27])=[CH:8][N:7]=1)=[O:5].[CH3:32][S:33](Cl)(=[O:35])=[O:34].Cl.CCCC[N+](CCCC)(CCCC)CCCC.[F-]. (2) Given the product [CH3:38][O:37][C:34]1[CH:33]=[CH:32][C:31]([N:16]2[CH2:17][C:18]3[C:19](=[N:20][C:21]([NH:24][C:25]4[CH:30]=[CH:29][CH:28]=[CH:27][CH:26]=4)=[N:22][CH:23]=3)[N:14]([CH:11]3[CH2:12][CH2:13][NH:8][CH2:9][CH2:10]3)[C:15]2=[O:39])=[CH:36][CH:35]=1, predict the reactants needed to synthesize it. The reactants are: C(OC([N:8]1[CH2:13][CH2:12][CH:11]([N:14]2[C:19]3=[N:20][C:21]([NH:24][C:25]4[CH:30]=[CH:29][CH:28]=[CH:27][CH:26]=4)=[N:22][CH:23]=[C:18]3[CH2:17][N:16]([C:31]3[CH:36]=[CH:35][C:34]([O:37][CH3:38])=[CH:33][CH:32]=3)[C:15]2=[O:39])[CH2:10][CH2:9]1)=O)(C)(C)C.O.